This data is from Experimentally validated miRNA-target interactions with 360,000+ pairs, plus equal number of negative samples. The task is: Binary Classification. Given a miRNA mature sequence and a target amino acid sequence, predict their likelihood of interaction. (1) The miRNA is rno-miR-200b-5p with sequence CAUCUUACUGGGCAGCAUUGGA. The protein sequence of the target gene is MKPDRDTLDEYFEYDAEEFLVSLALLITEGRTPECSVKGRTESFHCPPAQSCYPVTTKHECSDKLAQCRQARRTRSEVTLLWKNNLPIMVEMMLLPDCCYSDDGPTTEGIDLNDPAIKQDALLLERWILEPVPRQNGDRFIEEKTLLLAVRSFVFFSQLSAWLSVSHGAIPRNILYRISAADVDLQWNFSQTPIEHVFPVPNVSHNVALKVSVQSLPRQSNYPVLTCSIHTNIGLYEKRIQQHKLKTHQHHNPNEAEQCGTNSSQRLCSKQTWTMAPESVLHAKSGPSPEYTAAVKNIKL.... Result: 0 (no interaction). (2) The miRNA is hsa-miR-6837-3p with sequence CCUUCACUGUGACUCUGCUGCAG. The protein sequence of the target gene is MGVPAFFRWLSRKYPSIIVNCVEEKPKECNGVKIPVDASKPNPNDVEFDNLYLDMNGIIHPCTHPEDKPAPKNEDEMMVAIFEYIDRLFSIVRPRRLLYMAIDGVAPRAKMNQQRSRRFRASKEGMEAAVEKQRVREEILAKGGFLPPEEIKERFDSNCITPGTEFMDNLAKCLRYYIADRLNNDPGWKNLTVILSDASAPGEGEHKIMDYIRRQRAQPNHDPNTHHCLCGADADLIMLGLATHEPNFTIIREEFKPNKPKPCGLCNQFGHEVKDCEGLPREKKGKHDELADSLPCAEGE.... Result: 0 (no interaction). (3) The miRNA is mmu-miR-431-5p with sequence UGUCUUGCAGGCCGUCAUGCA. The protein sequence of the target gene is MDVPARVSRRAAAAAARMLLRTARVPRECWFLPTALLCAYGFFANLRPSEPFLTPYLLGPDKNLTERQVYNEIYPVWTYSYLLLLFPVFLATDYLRYKPVILLQGLSLIVTWFMLLYAQGLLAIQFLEFFYGIATATEIAYYSYIYTVVDLGMYQKVTSYCRSATLVGFTVGSVLGQILVSVVGWSLFSLNVISLTCVSVAFAVAWFLPMPQKSLFFHHIPSSCHGVNGLKVQNGGIVTDTPAANHLPGWEDIESKIPLNLDEPPVEEPEEPKPDRLRVFRVLWNDFLMCYSSRPLLCWS.... Result: 0 (no interaction). (4) The miRNA is hsa-miR-4284 with sequence GGGCUCACAUCACCCCAU. The protein sequence of the target gene is MAAEPQPSSLSYRTTGSTYLHPLSELLGIPLDQVNFVVCQLVALFAAFWFRIYLRPGTTSSDVRHAVATIFGIYFVIFCFGWYSVHLFVLVLMCYAIMVTASVSNIHRYSFFVAMGYLTICHISRIYIFHYGILTTDFSGPLMIVTQKITTLAFQVHDGLGRRAEDLSAEQHRLAIKVKPSFLEYLSYLLNFMSVIAGPCNNFKDYIAFIEGKHIHMKLLEVNWKRKGFHSLPEPSPTGAVIHKLGITLVSLLLFLTLTKTFPVTCLVDDWFVHKASFPARLCYLYVVMQASKPKYYFAW.... Result: 1 (interaction). (5) Result: 0 (no interaction). The protein sequence of the target gene is MPAPSMDCDVSTLVACVVDVEVFTNQEVKEKFEGLFRTYDDCVTFQLFKSFRRVRINFSNPKSAARARIELHETQFRGKKLKLYFAQVQTPETDGDKLHLAPPQPAKQFLISPPSSPPVGWQPINDATPVLNYDLLYAVAKLGPGEKYELHAGTESTPSVVVHVCDSDIEEEEDPKTSPKPKIIQTRRPGLPPSVSN. The miRNA is hsa-miR-4796-3p with sequence UAAAGUGGCAGAGUAUAGACAC. (6) The miRNA is mmu-miR-135b-5p with sequence UAUGGCUUUUCAUUCCUAUGUGA. The protein sequence of the target gene is MKRRASDRGAGETSANAKALGTGIAGNNAKRAGPFVLGPRLGNSPVPSIVQCLARKDGTDDFYQLKILTLEERGEQGIESQEERQGKMLLHTEYSLLSLLHTQDGVVHHHGLFQDRTCEAVEDTESGRMVKKMKKRICLVLDCLCAHDFSDKTADLINLQHYVIKEKRLSERETVVIFYDVVRVVEALHQKNIVHRDLKLGNMVLNKRTHRITITNFCLGKHLVSEGDLLKDQRGSPAYISPDVLSGRPYRGKPSDMWALGVVLFTMLYGQFPFYDSIPQELFRKIKAAEYTIPEDGRVS.... Result: 0 (no interaction). (7) The miRNA is hsa-miR-657 with sequence GGCAGGUUCUCACCCUCUCUAGG. The protein sequence of the target gene is MASPSRRLQTKPVITCFKSVLLIYTFIFWITGVILLAVGIWGKVSLENYFSLLNEKATNVPFVLIATGTVIILLGTFGCFATCRASAWMLKLYAMFLTLVFLVELVAAIVGFVFRHEIKNSFKNNYEKALKQYNSTGDYRSHAVDKIQNTLHCCGVTDYRDWTDTNYYSEKGFPKSCCKLEDCTPQRDADKVNNEGCFIKVMTIIESEMGVVAGISFGVACFQLIGIFLAYCLSRAITNNQYEIV. Result: 1 (interaction). (8) The miRNA is gga-miR-199-5p with sequence CCCAGUGUUCAGACUACCUGUUC. The protein sequence of the target gene is MARSGSCPHLLWDVRKRSLGLEDPSRLRSRYLGRREFIQRLKLEATLNVHDGCVNTICWNDTGEYILSGSDDTKLVISNPYSRKVLTTIRSGHRANIFSAKFLPCTDDKQIVSCSGDGVIFYTNIEQDAETNRQCQFTCHYGTTYEIMTVPNDPYTFLSCGEDGTVRWFDTRIKTSCTKEDCKDDILINCRRAATSVAICPPVPYYLAVGCSDSSVRIYDRRMLGTRATGNYAGRGTTGMVARFIPSHLSNKSCRVTSLCYSEDGQEILVSYSSDYIYLFDPKDDTARELKTPSAEERRE.... Result: 0 (no interaction). (9) The miRNA is hsa-miR-93-3p with sequence ACUGCUGAGCUAGCACUUCCCG. The protein sequence of the target gene is MNLEKLSKPELLTLFSILEGELEARDLVIEALKAQHRDTFIEERYGKYNISDPLMALQRDFETLKEKNDGEKQPVCTNPLSILKVVMKQCKNMQERMLSQLAAAESRHRKVILDLEEERQRHAQDTAEGDDVTYMLEKERERLTQQLEFEKSQVKKFEKEQKKLSSQLEEERSRHKQLSSMLVLECKKATNKAAEEGQKAGELSLKLEKEKSRVSKLEEELAAERKRGLQTEAQVEKQLSEFDIEREQLRAKLNREENRTKTLKEEMESLKKIVKDLEASHQHSSPNEQLKKPVTVSKGT.... Result: 1 (interaction).